From a dataset of Full USPTO retrosynthesis dataset with 1.9M reactions from patents (1976-2016). Predict the reactants needed to synthesize the given product. (1) Given the product [Br:19][C:15]1[CH:16]=[CH:17][CH:18]=[C:13]([Br:12])[C:14]=1[C:20]1[NH:21][C:22]2[C:23]([N:36]=1)=[C:24]1[C:29](=[C:30]3[CH:35]=[CH:34][CH:33]=[CH:32][C:31]=23)[N+:28]([O-:9])=[CH:27][CH:26]=[CH:25]1, predict the reactants needed to synthesize it. The reactants are: C1C=C(Cl)C=C(C(OO)=[O:9])C=1.[Br:12][C:13]1[CH:18]=[CH:17][CH:16]=[C:15]([Br:19])[C:14]=1[C:20]1[NH:21][C:22]2[C:23]([N:36]=1)=[C:24]1[C:29](=[C:30]3[CH:35]=[CH:34][CH:33]=[CH:32][C:31]=23)[N:28]=[CH:27][CH:26]=[CH:25]1. (2) Given the product [F:27][C:24]1[CH:25]=[CH:26][C:21]([O:20][C:8]2[C:9]([CH:11]3[CH2:16][CH2:15][CH2:14][CH2:13][N:12]3[C:17](=[O:19])[CH3:18])=[CH:10][C:5]3[NH:4][C:39]([C:34]4[CH:35]=[CH:36][CH:37]=[CH:38][N:33]=4)=[N:28][C:6]=3[CH:7]=2)=[CH:22][CH:23]=1, predict the reactants needed to synthesize it. The reactants are: C(O)C.[NH2:4][C:5]1[C:6]([N+:28]([O-])=O)=[CH:7][C:8]([O:20][C:21]2[CH:26]=[CH:25][C:24]([F:27])=[CH:23][CH:22]=2)=[C:9]([CH:11]2[CH2:16][CH2:15][CH2:14][CH2:13][N:12]2[C:17](=[O:19])[CH3:18])[CH:10]=1.[H][H].[N:33]1[CH:38]=[CH:37][CH:36]=[CH:35][C:34]=1[CH:39]=O. (3) Given the product [CH2:1]([NH:3][CH2:13][C:6]1[C:7]2[C:12](=[CH:11][CH:10]=[CH:9][CH:8]=2)[NH:4][CH:5]=1)[CH3:2], predict the reactants needed to synthesize it. The reactants are: [CH2:1]([NH2:3])[CH3:2].[NH:4]1[C:12]2[C:7](=[CH:8][CH:9]=[CH:10][CH:11]=2)[C:6]([CH:13]=O)=[CH:5]1. (4) Given the product [CH:11]([C:14]1[CH:18]=[C:17]([NH:19][C:2](=[O:3])[O:4][C:5]2[CH:10]=[CH:9][CH:8]=[CH:7][CH:6]=2)[N:16]([CH3:20])[N:15]=1)([CH3:13])[CH3:12], predict the reactants needed to synthesize it. The reactants are: Cl[C:2]([O:4][C:5]1[CH:10]=[CH:9][CH:8]=[CH:7][CH:6]=1)=[O:3].[CH:11]([C:14]1[CH:18]=[C:17]([NH2:19])[N:16]([CH3:20])[N:15]=1)([CH3:13])[CH3:12].C([O-])(O)=O.[Na+]. (5) Given the product [CH:9]([N:12]1[C:15](=[O:16])[CH:14]([CH2:18][C:19]([OH:21])=[O:20])[S:13][CH:1]1[C:2]1[CH:7]=[CH:6][CH:5]=[CH:4][CH:3]=1)([CH3:11])[CH3:10], predict the reactants needed to synthesize it. The reactants are: [CH:1](=O)[C:2]1[CH:7]=[CH:6][CH:5]=[CH:4][CH:3]=1.[CH:9]([NH2:12])([CH3:11])[CH3:10].[SH:13][CH:14]([CH2:18][C:19]([OH:21])=[O:20])[C:15](O)=[O:16]. (6) Given the product [CH2:37]([O:36][C:34](=[O:35])/[N:4]=[C:2](\[NH2:3])/[C:5]1[CH:21]=[CH:20][C:8]([CH2:9][NH:10][C:11](=[O:19])[C:12]2[CH:17]=[CH:16][CH:15]=[C:14]([Cl:18])[CH:13]=2)=[C:7]([NH:22][CH2:23][C:24](=[O:32])[NH:25][C:26]2[CH:27]=[N:28][CH:29]=[CH:30][CH:31]=2)[CH:6]=1)[CH3:38], predict the reactants needed to synthesize it. The reactants are: Cl.[C:2]([C:5]1[CH:21]=[CH:20][C:8]([CH2:9][NH:10][C:11](=[O:19])[C:12]2[CH:17]=[CH:16][CH:15]=[C:14]([Cl:18])[CH:13]=2)=[C:7]([NH:22][CH2:23][C:24](=[O:32])[NH:25][C:26]2[CH:27]=[N:28][CH:29]=[CH:30][CH:31]=2)[CH:6]=1)(=[NH:4])[NH2:3].Cl[C:34]([O:36][CH2:37][CH3:38])=[O:35].C(N(CC)CC)C.